From a dataset of Reaction yield outcomes from USPTO patents with 853,638 reactions. Predict the reaction yield, written as a fraction of the theoretical maximum amount of product (1.0 means a 100% yield; for example, 0.34 means a 34% yield). (1) The reactants are Br[C:2]1[C:7]([CH3:8])=[CH:6][CH:5]=[CH:4][N:3]=1.C([O-])([O-])=O.[K+].[K+].N#N.[C:17]([O:21][C:22]([C:24]1[CH:25]=[C:26](B(O)O)[CH:27]=[CH:28][CH:29]=1)=[O:23])([CH3:20])([CH3:19])[CH3:18].C(Cl)Cl.CS(O)(=O)=O.[OH-].[Na+]. The catalyst is C1(C)C=CC=CC=1.C1C=CC(P(C2C=CC=CC=2)[C-]2C=CC=C2)=CC=1.C1C=CC(P(C2C=CC=CC=2)[C-]2C=CC=C2)=CC=1.Cl[Pd]Cl.[Fe+2].O. The product is [C:17]([O:21][C:22](=[O:23])[C:24]1[CH:25]=[CH:26][CH:27]=[C:28]([C:2]2[C:7]([CH3:8])=[CH:6][CH:5]=[CH:4][N:3]=2)[CH:29]=1)([CH3:20])([CH3:18])[CH3:19]. The yield is 0.820. (2) The reactants are [Cl:1][C:2]1[C:7]([C:8]([F:11])([F:10])[F:9])=[CH:6][CH:5]=[CH:4][C:3]=1[C:12]([N:14]1[CH2:23][CH2:22][C:21]2[C:20]([C:24]3[N:28](C4CCCCO4)[N:27]=[CH:26][CH:25]=3)=[N:19][CH:18]=[N:17][C:16]=2[CH2:15]1)=[O:13].Cl.[OH-].[Na+]. The catalyst is CO.O. The product is [NH:28]1[C:24]([C:20]2[C:21]3[CH2:22][CH2:23][N:14]([C:12]([C:3]4[CH:4]=[CH:5][CH:6]=[C:7]([C:8]([F:10])([F:9])[F:11])[C:2]=4[Cl:1])=[O:13])[CH2:15][C:16]=3[N:17]=[CH:18][N:19]=2)=[CH:25][CH:26]=[N:27]1. The yield is 0.810.